Dataset: NCI-60 drug combinations with 297,098 pairs across 59 cell lines. Task: Regression. Given two drug SMILES strings and cell line genomic features, predict the synergy score measuring deviation from expected non-interaction effect. (1) Drug 1: CN1CCC(CC1)COC2=C(C=C3C(=C2)N=CN=C3NC4=C(C=C(C=C4)Br)F)OC. Drug 2: CCC1(C2=C(COC1=O)C(=O)N3CC4=CC5=C(C=CC(=C5CN(C)C)O)N=C4C3=C2)O.Cl. Cell line: SF-268. Synergy scores: CSS=24.1, Synergy_ZIP=2.29, Synergy_Bliss=1.64, Synergy_Loewe=-41.4, Synergy_HSA=-0.945. (2) Drug 1: C1=CC(=CC=C1CCCC(=O)O)N(CCCl)CCCl. Drug 2: CN(CC1=CN=C2C(=N1)C(=NC(=N2)N)N)C3=CC=C(C=C3)C(=O)NC(CCC(=O)O)C(=O)O. Cell line: 786-0. Synergy scores: CSS=29.6, Synergy_ZIP=-5.11, Synergy_Bliss=-4.08, Synergy_Loewe=-3.37, Synergy_HSA=-1.04.